Dataset: Forward reaction prediction with 1.9M reactions from USPTO patents (1976-2016). Task: Predict the product of the given reaction. (1) Given the reactants [CH2:1]([O:8][N:9]1[C:15](=[O:16])[N:14]2[CH2:17][C@H:10]1[CH2:11][CH2:12][C@H:13]2[C:18]([OH:20])=O)[C:2]1[CH:7]=[CH:6][CH:5]=[CH:4][CH:3]=1.[CH3:21][C:22]([CH3:28])([CH3:27])[C:23]([NH:25][NH2:26])=[O:24].ON1C2C=CC=CC=2N=N1.Cl.C(N=C=NCCCN(C)C)C, predict the reaction product. The product is: [CH2:1]([O:8][N:9]1[C:15](=[O:16])[N:14]2[CH2:17][C@H:10]1[CH2:11][CH2:12][C@H:13]2[C:18]([NH:26][NH:25][C:23](=[O:24])[C:22]([CH3:28])([CH3:27])[CH3:21])=[O:20])[C:2]1[CH:3]=[CH:4][CH:5]=[CH:6][CH:7]=1. (2) Given the reactants [CH:1]([O:4][C:5]1[N:10]=[C:9]([C:11]2[C:19]3[C:14](=[CH:15][CH:16]=[C:17]([C:20]4[S:24][N:23]=[C:22]([NH:25]CC5C=CC(OC)=CC=5)[N:21]=4)[CH:18]=3)[N:13](S(C3C=CC(C)=CC=3)(=O)=O)[CH:12]=2)[CH:8]=[CH:7][CH:6]=1)([CH3:3])[CH3:2].C(OC1N=C(C2C3C(=CC=C(C4SN=C(N)N=4)C=3)N(S(C3C=CC(C)=CC=3)(=O)=O)C=2)C=CC=1)(C)C.[OH-].[Na+], predict the reaction product. The product is: [CH:1]([O:4][C:5]1[N:10]=[C:9]([C:11]2[C:19]3[C:14](=[CH:15][CH:16]=[C:17]([C:20]4[S:24][N:23]=[C:22]([NH2:25])[N:21]=4)[CH:18]=3)[NH:13][CH:12]=2)[CH:8]=[CH:7][CH:6]=1)([CH3:3])[CH3:2]. (3) Given the reactants Br[C:2]1[CH:19]=[C:18]([F:20])[C:5]([CH2:6][N:7]2[C:16]3[C:11](=[CH:12][CH:13]=[CH:14][CH:15]=3)[N:10]=[CH:9][C:8]2=[O:17])=[C:4]([F:21])[CH:3]=1.[CH3:22][N:23]1[CH:31]=[C:30]2[C:25]([CH:26]=[CH:27][CH:28]=[C:29]2B(O)O)=[N:24]1.C([O-])([O-])=O.[Cs+].[Cs+].O, predict the reaction product. The product is: [F:20][C:18]1[CH:19]=[C:2]([C:29]2[C:30]3[C:25]([CH:26]=[CH:27][CH:28]=2)=[N:24][N:23]([CH3:22])[CH:31]=3)[CH:3]=[C:4]([F:21])[C:5]=1[CH2:6][N:7]1[C:16]2[C:11](=[CH:12][CH:13]=[CH:14][CH:15]=2)[N:10]=[CH:9][C:8]1=[O:17]. (4) Given the reactants C(OC([N:8]1[C:16]2[C:11](=[CH:12][C:13]([C:17]3[C:26]([N:27]4[CH2:31][CH2:30][CH2:29][C@@H:28]4[CH3:32])=[N:25][C:24]4[C:19](=[CH:20][C:21]([O:37][CH3:38])=[C:22]([C:33]([O:35][CH3:36])=[O:34])[CH:23]=4)[N:18]=3)=[CH:14][CH:15]=2)[CH:10]=[N:9]1)=O)(C)(C)C.FC(F)(F)C(O)=O.C(=O)(O)[O-].[Na+], predict the reaction product. The product is: [NH:8]1[C:16]2[C:11](=[CH:12][C:13]([C:17]3[C:26]([N:27]4[CH2:31][CH2:30][CH2:29][C@@H:28]4[CH3:32])=[N:25][C:24]4[C:19](=[CH:20][C:21]([O:37][CH3:38])=[C:22]([C:33]([O:35][CH3:36])=[O:34])[CH:23]=4)[N:18]=3)=[CH:14][CH:15]=2)[CH:10]=[N:9]1. (5) Given the reactants Br[C:2]1[N:3]([CH2:17][CH:18]2[O:23][CH2:22][CH2:21][N:20](C(OC(C)(C)C)=O)[CH2:19]2)[C:4]2[C:9]([N:10]=1)=[C:8]([NH2:11])[N:7]=[C:6]([O:12][CH2:13][CH2:14][CH2:15][CH3:16])[N:5]=2.[ClH:31].O1CCOCC1.Br[CH2:39][C:40]([O:42][CH3:43])=[O:41].C(=O)([O-])[O-].[K+].[K+], predict the reaction product. The product is: [CH2:13]([O:12][C:6]1[N:5]=[C:4]2[C:9]([N:10]=[C:2]([Cl:31])[N:3]2[CH2:17][CH:18]2[O:23][CH2:22][CH2:21][N:20]([CH2:39][C:40]([O:42][CH3:43])=[O:41])[CH2:19]2)=[C:8]([NH2:11])[N:7]=1)[CH2:14][CH2:15][CH3:16]. (6) Given the reactants Br[C:2]1[C:3]([N:22]([CH2:24][CH2:25][OH:26])[CH3:23])=[N:4][CH:5]=[C:6]([CH:21]=1)[C:7]([NH:9][C:10]1[CH:15]=[CH:14][C:13]([O:16][C:17]([F:20])([F:19])[F:18])=[CH:12][CH:11]=1)=[O:8].[F:27][C:28]1[CH:29]=[C:30](B(O)O)[CH:31]=[N:32][CH:33]=1, predict the reaction product. The product is: [F:27][C:28]1[CH:29]=[C:30]([C:2]2[C:3]([N:22]([CH2:24][CH2:25][OH:26])[CH3:23])=[N:4][CH:5]=[C:6]([C:7]([NH:9][C:10]3[CH:15]=[CH:14][C:13]([O:16][C:17]([F:20])([F:19])[F:18])=[CH:12][CH:11]=3)=[O:8])[CH:21]=2)[CH:31]=[N:32][CH:33]=1.